From a dataset of Catalyst prediction with 721,799 reactions and 888 catalyst types from USPTO. Predict which catalyst facilitates the given reaction. (1) Reactant: [CH3:1][O:2][C:3]1[CH:4]=[C:5]2[C:10](=[CH:11][C:12]=1[O:13][CH3:14])[N:9]=[CH:8][CH:7]=[C:6]2[O:15][C:16]1[CH:22]=[CH:21][C:19]([NH2:20])=[C:18]([CH3:23])[C:17]=1[CH3:24].ClC(Cl)(O[C:29](=[O:35])[O:30][C:31](Cl)(Cl)Cl)Cl.OC[CH2:39][N:40]1[C:48](=[O:49])[C:47]2[C:42](=[CH:43][CH:44]=[CH:45][CH:46]=2)[C:41]1=[O:50].C(=O)(O)[O-].[Na+]. Product: [CH3:1][O:2][C:3]1[CH:4]=[C:5]2[C:10](=[CH:11][C:12]=1[O:13][CH3:14])[N:9]=[CH:8][CH:7]=[C:6]2[O:15][C:16]1[CH:22]=[CH:21][C:19]([NH:20][C:29](=[O:35])[O:30][CH2:31][CH2:39][N:40]2[C:48](=[O:49])[C:47]3[C:42](=[CH:43][CH:44]=[CH:45][CH:46]=3)[C:41]2=[O:50])=[C:18]([CH3:23])[C:17]=1[CH3:24]. The catalyst class is: 208. (2) Reactant: [CH2:1]([O:3][C:4]([C:6]1[C:10]2[CH:11]=[C:12]([Br:15])[CH:13]=[CH:14][C:9]=2[O:8][C:7]=1[C:16]1[CH:21]=[CH:20][C:19]([F:22])=[CH:18][CH:17]=1)=[O:5])[CH3:2].[N+:23]([O-])([OH:25])=[O:24]. Product: [Br:15][C:12]1[C:13]([N+:23]([O-:25])=[O:24])=[CH:14][C:9]2[O:8][C:7]([C:16]3[CH:21]=[CH:20][C:19]([F:22])=[CH:18][CH:17]=3)=[C:6]([C:4]([O:3][CH2:1][CH3:2])=[O:5])[C:10]=2[CH:11]=1. The catalyst class is: 22. (3) Reactant: [OH:1][C:2]1[CH:9]=[CH:8][C:5]([CH:6]=[O:7])=[CH:4][CH:3]=1.[C:10](OC(=O)C)(=[O:12])[CH3:11]. Product: [C:10]([O:1][C:2]1[CH:9]=[CH:8][C:5]([CH:6]=[O:7])=[CH:4][CH:3]=1)(=[O:12])[CH3:11]. The catalyst class is: 17. (4) Reactant: [Cl:1][C:2]1[CH:7]=[C:6]([NH2:8])[CH:5]=[C:4]([Cl:9])[N:3]=1.[C:10](Cl)(Cl)=[S:11].C(N(CC)CC)C. Product: [Cl:1][C:2]1[CH:7]=[C:6]([N:8]=[C:10]=[S:11])[CH:5]=[C:4]([Cl:9])[N:3]=1. The catalyst class is: 48.